This data is from Full USPTO retrosynthesis dataset with 1.9M reactions from patents (1976-2016). The task is: Predict the reactants needed to synthesize the given product. (1) Given the product [Cl:1][C:2]1[CH:3]=[C:4]([F:31])[C:5]([C:25]2[N:29]=[C:28]([CH3:30])[O:27][N:26]=2)=[C:6]([C:8]2[CH:9]=[C:10]3[C:14](=[CH:15][CH:16]=2)[C@@H:13]([NH:17][C:18]([C:20]2([NH:24][C:37]([C:36]4[O:32][N:33]=[CH:34][CH:35]=4)=[O:38])[CH2:21][O:22][CH2:23]2)=[O:19])[CH2:12][CH2:11]3)[CH:7]=1, predict the reactants needed to synthesize it. The reactants are: [Cl:1][C:2]1[CH:3]=[C:4]([F:31])[C:5]([C:25]2[N:29]=[C:28]([CH3:30])[O:27][N:26]=2)=[C:6]([C:8]2[CH:9]=[C:10]3[C:14](=[CH:15][CH:16]=2)[C@@H:13]([NH:17][C:18]([C:20]2([NH2:24])[CH2:23][O:22][CH2:21]2)=[O:19])[CH2:12][CH2:11]3)[CH:7]=1.[O:32]1[C:36]([C:37](O)=[O:38])=[CH:35][CH:34]=[N:33]1. (2) Given the product [ClH:27].[F:21][C:18]([F:19])([F:20])[C:13]1[C:12]([C:22]([O:24][CH2:25][CH3:26])=[O:23])=[CH:11][C:10]2[CH2:9][NH:8][CH2:17][CH2:16][C:15]=2[N:14]=1, predict the reactants needed to synthesize it. The reactants are: C([N:8]1[CH2:17][CH2:16][C:15]2[N:14]=[C:13]([C:18]([F:21])([F:20])[F:19])[C:12]([C:22]([O:24][CH2:25][CH3:26])=[O:23])=[CH:11][C:10]=2[CH2:9]1)C1C=CC=CC=1.[Cl:27]C(OC(Cl)C)=O. (3) Given the product [CH3:1][C@@H:2]1[O:7][C@@H:6]([O:8][C@@H:9]2[C:14]3=[C:15]([OH:32])[C:16]4[C:28](=[O:29])[C:27]5[C:22](=[CH:23][CH:24]=[CH:25][C:26]=5[O:30][CH3:31])[C:20](=[O:21])[C:17]=4[C:18]([OH:19])=[C:13]3[CH2:12][C@@:11]([OH:37])([C:33]([CH2:35][OH:36])=[O:34])[CH2:10]2)[CH2:5][C@H:4]([NH2:38])[C@@H:3]1[OH:39], predict the reactants needed to synthesize it. The reactants are: [CH3:1][C@@H:2]1[O:7][C@@H:6]([O:8][C@@H:9]2[C:14]3=[C:15]([OH:32])[C:16]4[C:28](=[O:29])[C:27]5[C:22](=[CH:23][CH:24]=[CH:25][C:26]=5[O:30][CH3:31])[C:20](=[O:21])[C:17]=4[C:18]([OH:19])=[C:13]3[CH2:12][C@@:11]([OH:37])([C:33]([CH2:35][OH:36])=[O:34])[CH2:10]2)[CH2:5][C@H:4]([NH2:38])[C@@H:3]1[OH:39].Cl.N[C@H](C(O)=O)CC1N=CNC=1.C(O)[C@H]1O[C@H](O[C@]2(CO)O[C@H](CO)[C@@H](O)[C@@H]2O)[C@H](O)[C@@H](O)[C@@H]1O. (4) Given the product [Br:1][C:2]1[CH:3]=[C:4]2[C:13](=[CH:14][CH:15]=1)[C:12]1[N:8]([CH:9]=[C:10]([C:16](/[N:18]=[CH:19]/[N:20]([CH3:22])[CH3:21])=[O:17])[N:11]=1)[CH2:7][CH2:6][O:5]2, predict the reactants needed to synthesize it. The reactants are: [Br:1][C:2]1[CH:3]=[C:4]2[C:13](=[CH:14][CH:15]=1)[C:12]1[N:8]([CH:9]=[C:10]([C:16]([NH2:18])=[O:17])[N:11]=1)[CH2:7][CH2:6][O:5]2.[CH3:19][N:20]([CH:22](OC)OC)[CH3:21]. (5) Given the product [C:11]([O:10][C:8]([NH:3][CH2:4][CH2:5][CH:6]=[CH2:7])=[O:9])([CH3:14])([CH3:13])[CH3:12], predict the reactants needed to synthesize it. The reactants are: N#N.[NH2:3][CH2:4][CH2:5][CH:6]=[CH2:7].[C:8](O[C:8]([O:10][C:11]([CH3:14])([CH3:13])[CH3:12])=[O:9])([O:10][C:11]([CH3:14])([CH3:13])[CH3:12])=[O:9].CCN(C(C)C)C(C)C. (6) Given the product [OH:23][CH2:22][C:17]12[CH2:18][CH2:19][C:14]([C:7]3[NH:6][C:5]4[C:4](=[O:25])[N:3]([CH2:26][CH2:27][CH3:28])[C:2](=[O:1])[N:10]([CH2:11][CH2:12][CH3:13])[C:9]=4[N:8]=3)([CH2:21][CH2:20]1)[CH2:15][CH2:16]2, predict the reactants needed to synthesize it. The reactants are: [O:1]=[C:2]1[N:10]([CH2:11][CH2:12][CH3:13])[C:9]2[N:8]=[C:7]([C:14]34[CH2:21][CH2:20][C:17]([C:22](O)=[O:23])([CH2:18][CH2:19]3)[CH2:16][CH2:15]4)[NH:6][C:5]=2[C:4](=[O:25])[N:3]1[CH2:26][CH2:27][CH3:28].B.